Dataset: Catalyst prediction with 721,799 reactions and 888 catalyst types from USPTO. Task: Predict which catalyst facilitates the given reaction. (1) Reactant: [Cl:1][C:2]1[CH:22]=[C:21]([N:23]2[CH2:27][CH2:26][CH2:25][CH2:24]2)[CH:20]=[CH:19][C:3]=1[C:4]([NH:6][C:7]1[CH:12]=[CH:11][CH:10]=[CH:9][C:8]=1[CH2:13][NH:14][C@H:15]([CH3:18])[CH2:16][OH:17])=[O:5].[C:28](O[C:28]([O:30][C:31]([CH3:34])([CH3:33])[CH3:32])=[O:29])([O:30][C:31]([CH3:34])([CH3:33])[CH3:32])=[O:29]. Product: [Cl:1][C:2]1[CH:22]=[C:21]([N:23]2[CH2:27][CH2:26][CH2:25][CH2:24]2)[CH:20]=[CH:19][C:3]=1[C:4]([NH:6][C:7]1[CH:12]=[CH:11][CH:10]=[CH:9][C:8]=1[CH2:13][N:14]([C@H:15]([CH3:18])[CH2:16][OH:17])[C:28](=[O:29])[O:30][C:31]([CH3:34])([CH3:33])[CH3:32])=[O:5]. The catalyst class is: 4. (2) Reactant: [C:1]1([CH2:11][NH:12][C:13]([C:15]2O[C:17]([NH:20][CH2:21][CH:22]=[C:23]([CH3:25])[CH3:24])=[N:18][N:19]=2)=[O:14])[C:10]2[C:5](=[CH:6][CH:7]=[CH:8][CH:9]=2)[CH:4]=[CH:3][CH:2]=1.[NH:26]1[CH2:31][CH2:30][NH:29][CH2:28][CH2:27]1. Product: [N:26]1([C:17]2[N:20]([CH2:21][CH:22]=[C:23]([CH3:25])[CH3:24])[C:15]([C:13]([NH:12][CH2:11][C:1]3[C:10]4[C:5](=[CH:6][CH:7]=[CH:8][CH:9]=4)[CH:4]=[CH:3][CH:2]=3)=[O:14])=[N:19][N:18]=2)[CH2:31][CH2:30][NH:29][CH2:28][CH2:27]1. The catalyst class is: 4. (3) Reactant: [Br:1][C:2]1[S:3][C:4]([NH:16][C:17]([C:19]2[CH:20]=[N:21][N:22]3[CH:27]=[CH:26][CH:25]=[N:24][C:23]=23)=[O:18])=[C:5]([C:7]2[CH:12]=[C:11]([Cl:13])[CH:10]=[CH:9][C:8]=2[O:14]C)[N:6]=1.B(Br)(Br)Br.C(=O)([O-])O.[Na+]. Product: [Br:1][C:2]1[S:3][C:4]([NH:16][C:17]([C:19]2[CH:20]=[N:21][N:22]3[CH:27]=[CH:26][CH:25]=[N:24][C:23]=23)=[O:18])=[C:5]([C:7]2[CH:12]=[C:11]([Cl:13])[CH:10]=[CH:9][C:8]=2[OH:14])[N:6]=1. The catalyst class is: 2. (4) Reactant: [Cl:1][C:2]1[C:7]([O:8][CH3:9])=[CH:6][CH:5]=[CH:4][C:3]=1[C:10](=[CH:16]N(C)C)[C:11](OCC)=[O:12].[NH2:20][C:21]([NH2:23])=[O:22].N[C@H](C(O)=O)CC1C=C2C(C=CC=C2)=CC=1.C[Si](Cl)(C)C.[OH-].[Na+]. Product: [Cl:1][C:2]1[C:7]([O:8][CH3:9])=[CH:6][CH:5]=[CH:4][C:3]=1[C:10]1[C:11](=[O:12])[NH:20][C:21](=[O:22])[NH:23][CH:16]=1. The catalyst class is: 10. (5) Reactant: [C:1]([O:5][C:6]([N:8]1[CH2:13][CH2:12][CH:11]([CH2:14][OH:15])[CH2:10][CH2:9]1)=[O:7])([CH3:4])([CH3:3])[CH3:2].[H-].[Na+].[CH2:18]([O:25][C:26]1[CH:31]=[CH:30][C:29]([C:32]2[CH:37]=[C:36](Cl)[N:35]=[N:34][C:33]=2[CH2:39][CH2:40][CH2:41][CH3:42])=[CH:28][CH:27]=1)[C:19]1[CH:24]=[CH:23][CH:22]=[CH:21][CH:20]=1.O. Product: [C:1]([O:5][C:6]([N:8]1[CH2:13][CH2:12][CH:11]([CH2:14][O:15][C:36]2[N:35]=[N:34][C:33]([CH2:39][CH2:40][CH2:41][CH3:42])=[C:32]([C:29]3[CH:28]=[CH:27][C:26]([O:25][CH2:18][C:19]4[CH:20]=[CH:21][CH:22]=[CH:23][CH:24]=4)=[CH:31][CH:30]=3)[CH:37]=2)[CH2:10][CH2:9]1)=[O:7])([CH3:4])([CH3:3])[CH3:2]. The catalyst class is: 1. (6) Reactant: Br.Br[CH2:3][C:4]([C:6]1[CH:11]=[CH:10][C:9]([C:12]2[N:13]([CH3:17])[CH:14]=[CH:15][N:16]=2)=[CH:8][CH:7]=1)=[O:5].[N-:18]=[N+:19]=[N-:20].[Na+].O. Product: [N:18]([CH2:3][C:4]([C:6]1[CH:11]=[CH:10][C:9]([C:12]2[N:13]([CH3:17])[CH:14]=[CH:15][N:16]=2)=[CH:8][CH:7]=1)=[O:5])=[N+:19]=[N-:20]. The catalyst class is: 3.